Predict the product of the given reaction. From a dataset of Forward reaction prediction with 1.9M reactions from USPTO patents (1976-2016). (1) Given the reactants [C:1]([C:4]1[CH:34]=[CH:33][C:7]([CH2:8][CH:9]([CH:17]=[CH:18][C:19]2[CH:24]=[CH:23][CH:22]=[CH:21][C:20]=2[O:25][CH2:26][CH2:27][CH2:28][CH2:29][CH2:30][CH2:31][CH3:32])[CH2:10][CH2:11][CH2:12][CH2:13][C:14]([OH:16])=[O:15])=[CH:6][CH:5]=1)([OH:3])=[O:2].[H][H], predict the reaction product. The product is: [C:1]([C:4]1[CH:5]=[CH:6][C:7]([CH2:8][CH:9]([CH2:17][CH2:18][C:19]2[CH:24]=[CH:23][CH:22]=[CH:21][C:20]=2[O:25][CH2:26][CH2:27][CH2:28][CH2:29][CH2:30][CH2:31][CH3:32])[CH2:10][CH2:11][CH2:12][CH2:13][C:14]([OH:16])=[O:15])=[CH:33][CH:34]=1)([OH:3])=[O:2]. (2) Given the reactants Br[C:2]1[CH:7]=[CH:6][C:5]([C:8]([N:10]2[CH2:15][CH2:14][N:13]([C:16]3[C:21]([CH3:22])=[CH:20][C:19]([CH3:23])=[CH:18][N:17]=3)[CH2:12][CH2:11]2)=[O:9])=[C:4]([S:24]([CH3:27])(=[O:26])=[O:25])[CH:3]=1.[CH2:28]([C@@H:30]1[CH2:34][CH2:33][S:32](=[O:36])(=[O:35])[NH:31]1)[CH3:29], predict the reaction product. The product is: [CH3:22][C:21]1[C:16]([N:13]2[CH2:14][CH2:15][N:10]([C:8]([C:5]3[CH:6]=[CH:7][C:2]([N:31]4[C@H:30]([CH2:28][CH3:29])[CH2:34][CH2:33][S:32]4(=[O:36])=[O:35])=[CH:3][C:4]=3[S:24]([CH3:27])(=[O:26])=[O:25])=[O:9])[CH2:11][CH2:12]2)=[N:17][CH:18]=[C:19]([CH3:23])[CH:20]=1. (3) Given the reactants CC(C)CC(C1C=CC(C)=CC=1)=O.[Br:14][CH2:15][C:16]1(CBr)[CH:21]=[CH:20][C:19]([C:22](=[O:27])[CH2:23][CH:24]([CH3:26])[CH3:25])=[CH:18][CH2:17]1, predict the reaction product. The product is: [Br:14][CH2:15][C:16]1[CH:21]=[CH:20][C:19]([C:22](=[O:27])[CH2:23][CH:24]([CH3:25])[CH3:26])=[CH:18][CH:17]=1.